Task: Regression. Given a peptide amino acid sequence and an MHC pseudo amino acid sequence, predict their binding affinity value. This is MHC class II binding data.. Dataset: Peptide-MHC class II binding affinity with 134,281 pairs from IEDB (1) The peptide sequence is KRVPMALQHFGWEVM. The MHC is DRB1_1101 with pseudo-sequence DRB1_1101. The binding affinity (normalized) is 0.523. (2) The peptide sequence is VKITDKNYEHIAAYH. The MHC is HLA-DQA10501-DQB10201 with pseudo-sequence HLA-DQA10501-DQB10201. The binding affinity (normalized) is 0.0486. (3) The peptide sequence is EVDISVVVQDPKNVY. The MHC is HLA-DQA10303-DQB10402 with pseudo-sequence HLA-DQA10303-DQB10402. The binding affinity (normalized) is 0. (4) The peptide sequence is GELQIVDCIDAAFKI. The MHC is DRB1_0404 with pseudo-sequence DRB1_0404. The binding affinity (normalized) is 0.544.